Dataset: Forward reaction prediction with 1.9M reactions from USPTO patents (1976-2016). Task: Predict the product of the given reaction. (1) Given the reactants [Cl:1][C:2]1[CH:10]=[C:9]2[C:5]([CH:6]=[CH:7][NH:8]2)=[CH:4][C:3]=1B1OCC(C)(C)CO1.[C:19](=O)([O-])[O-:20].[K+].[K+].Br[C:26]1[CH:35]=[CH:34][C:29]([O:30][CH2:31][CH2:32][OH:33])=[C:28]([F:36])[CH:27]=1, predict the reaction product. The product is: [Cl:1][C:2]1[CH:10]=[C:9]2[C:5]([C:6]([CH:19]=[O:20])=[CH:7][NH:8]2)=[CH:4][C:3]=1[C:26]1[CH:35]=[CH:34][C:29]([O:30][CH2:31][CH2:32][OH:33])=[C:28]([F:36])[CH:27]=1. (2) Given the reactants [F:1][C:2]1[CH:9]=[CH:8][CH:7]=[C:6]([O:10][CH3:11])[C:3]=1[CH:4]=[O:5].[Cl:12][C:13]1[CH:14]=[C:15]([N+:20]([O-])=O)[C:16](I)=[N:17][CH:18]=1, predict the reaction product. The product is: [NH2:20][C:15]1[C:16]([C:4]([C:3]2[C:6]([O:10][CH3:11])=[CH:7][CH:8]=[CH:9][C:2]=2[F:1])=[O:5])=[N:17][CH:18]=[C:13]([Cl:12])[CH:14]=1. (3) Given the reactants [H-].[Na+].C1COCC1.N1CCCC1.Br[C:14]([F:32])([F:31])[C:15]([C:17]1[CH:21]=[C:20]([CH3:22])[N:19]([C:23]2[CH:28]=[CH:27][C:26]([Cl:29])=[CH:25][CH:24]=2)[C:18]=1[CH3:30])=[O:16], predict the reaction product. The product is: [Cl:29][C:26]1[CH:25]=[CH:24][C:23]([N:19]2[C:20]([CH3:22])=[CH:21][C:17]([C:15](=[O:16])[CH:14]([F:31])[F:32])=[C:18]2[CH3:30])=[CH:28][CH:27]=1.